Task: Predict the reaction yield, written as a fraction of the theoretical maximum amount of product (1.0 means a 100% yield; for example, 0.34 means a 34% yield).. Dataset: Reaction yield outcomes from USPTO patents with 853,638 reactions (1) The reactants are C(N(C(C)C)C(C)C)C.[C:10]([OH:16])(=O)[C:11]([CH3:14])([CH3:13])[CH3:12].[NH2:17][C:18]1[C:19]([C:24]([NH:26][NH2:27])=O)=[N:20][CH:21]=[CH:22][N:23]=1.CC1C=CC(S(Cl)(=O)=O)=CC=1. The catalyst is C(#N)C. The product is [C:11]([C:10]1[O:16][C:24]([C:19]2[C:18]([NH2:17])=[N:23][CH:22]=[CH:21][N:20]=2)=[N:26][N:27]=1)([CH3:14])([CH3:13])[CH3:12]. The yield is 0.702. (2) The reactants are [CH3:1][CH2:2]/[C:3](/[C:23]1[CH:24]=[CH:25][CH:26]=[CH:27][CH:28]=1)=[C:4](/[C:11]1[CH:12]=[CH:13][C:14]([O:17][CH2:18][CH2:19][N:20](C)[CH3:21])=[CH:15][CH:16]=1)\[C:5]1[CH:6]=[CH:7][CH:8]=[CH:9][CH:10]=1.ClC(OC(Cl)C)=O.CO. The catalyst is C(Cl)Cl. The product is [CH3:1][CH2:2]/[C:3](/[C:23]1[CH:24]=[CH:25][CH:26]=[CH:27][CH:28]=1)=[C:4](/[C:11]1[CH:16]=[CH:15][C:14]([O:17][CH2:18][CH2:19][NH:20][CH3:21])=[CH:13][CH:12]=1)\[C:5]1[CH:10]=[CH:9][CH:8]=[CH:7][CH:6]=1. The yield is 0.910. (3) The reactants are Br[C:2]1[CH:7]=[CH:6][CH:5]=[C:4]([CH2:8][F:9])[N:3]=1.[CH2:10]([O:17][C:18]1[C:19]2[N:20]([CH:24]=[C:25]([CH2:27][CH2:28][C:29]#[CH:30])[N:26]=2)[CH:21]=[CH:22][CH:23]=1)[C:11]1[CH:16]=[CH:15][CH:14]=[CH:13][CH:12]=1. No catalyst specified. The product is [CH2:10]([O:17][C:18]1[C:19]2[N:20]([CH:24]=[C:25]([CH2:27][CH2:28][C:29]#[C:30][C:2]3[CH:7]=[CH:6][CH:5]=[C:4]([CH2:8][F:9])[N:3]=3)[N:26]=2)[CH:21]=[CH:22][CH:23]=1)[C:11]1[CH:12]=[CH:13][CH:14]=[CH:15][CH:16]=1. The yield is 0.0600. (4) The reactants are [NH2:1][C:2]1[CH:3]=[CH:4][C:5]([Cl:8])=[N:6][CH:7]=1.N([O-])=O.[Na+].[N-:13]=[N+:14]=[N-].[Na+]. The catalyst is C(O)(C(F)(F)F)=O.O. The product is [N:1]([C:2]1[CH:3]=[CH:4][C:5]([Cl:8])=[N:6][CH:7]=1)=[N+:13]=[N-:14]. The yield is 0.690. (5) The reactants are [Br:1][C:2]1[CH:11]=[C:10]2[C:5]([N:6]=[CH:7][C:8]([N:12]3[CH2:17][CH2:16][C:15](=O)[CH2:14][CH2:13]3)=[N:9]2)=[CH:4][CH:3]=1.[CH3:19][S:20]([CH2:23][CH2:24][NH2:25])(=[O:22])=[O:21].C(O[BH-](OC(=O)C)OC(=O)C)(=O)C.[Na+].C(N(CC)CC)C. The catalyst is C(O)(=O)C.ClCCl. The product is [Br:1][C:2]1[CH:11]=[C:10]2[C:5]([N:6]=[CH:7][C:8]([N:12]3[CH2:17][CH2:16][CH:15]([NH:25][CH2:24][CH2:23][S:20]([CH3:19])(=[O:22])=[O:21])[CH2:14][CH2:13]3)=[N:9]2)=[CH:4][CH:3]=1. The yield is 0.520. (6) The reactants are [Cl:1][C:2]1[C:14]([O:15][C:16]2[N:20]([CH3:21])[N:19]=[C:18]([CH3:22])[C:17]=2[CH3:23])=[CH:13][C:5]([O:6][C@@H:7]([CH3:12])[C:8]([O:10]C)=[O:9])=[C:4]([CH2:24][CH2:25][CH2:26][OH:27])[CH:3]=1.C(P(CCCC)CCCC)CCC.N(C(N1CCCCC1)=O)=NC(N1CCCCC1)=O.[CH3:59][CH2:60][CH2:61][CH2:62][CH2:63][CH3:64]. The catalyst is O1CCCC1. The product is [Cl:1][C:2]1[C:14]([O:15][C:16]2[N:20]([CH3:21])[N:19]=[C:18]([CH3:22])[C:17]=2[CH3:23])=[CH:13][C:5]([O:6][C@@H:7]([CH3:12])[C:8]([OH:10])=[O:9])=[C:4]([CH2:24][CH2:25][CH2:26][O:27][C:61]2[CH:60]=[CH:59][CH:64]=[CH:63][CH:62]=2)[CH:3]=1. The yield is 0.250.